This data is from Catalyst prediction with 721,799 reactions and 888 catalyst types from USPTO. The task is: Predict which catalyst facilitates the given reaction. (1) Reactant: [Si]([O:8][CH2:9][C@@H:10]1[CH2:14][C@@H:13]([O:15][CH3:16])[CH2:12][N:11]1[C:17]([O:19][C:20]([CH3:23])([CH3:22])[CH3:21])=[O:18])(C(C)(C)C)(C)C.[F-].C([N+](CCCC)(CCCC)CCCC)CCC.C1COCC1. Product: [OH:8][CH2:9][C@@H:10]1[CH2:14][C@@H:13]([O:15][CH3:16])[CH2:12][N:11]1[C:17]([O:19][C:20]([CH3:23])([CH3:22])[CH3:21])=[O:18]. The catalyst class is: 1. (2) Reactant: [I:1][C:2]1[C:3]([OH:12])=[CH:4][C:5]2[C:10]([CH:11]=1)=[CH:9][CH:8]=[CH:7][CH:6]=2.Br[CH2:14][C:15]#[N:16].C(=O)([O-])[O-].[K+].[K+]. Product: [I:1][C:2]1[C:3]([O:12][CH2:14][C:15]#[N:16])=[CH:4][C:5]2[C:10]([CH:11]=1)=[CH:9][CH:8]=[CH:7][CH:6]=2. The catalyst class is: 291. (3) Reactant: [Cl:1][C:2]1[CH:3]=[C:4]2[NH:11][C:10](=[S:12])[NH:9][C:5]2=[N:6][C:7]=1[I:8].[OH-].[K+].I[CH3:16]. Product: [Cl:1][C:2]1[CH:3]=[C:4]2[NH:11][C:10]([S:12][CH3:16])=[N:9][C:5]2=[N:6][C:7]=1[I:8]. The catalyst class is: 8. (4) Reactant: [CH2:1]([C:3]1[C:8]([O:9][C:10]2[CH:15]=[CH:14][N:13]=[C:12]([C:16]3[CH:17]=[N:18][N:19]([CH3:21])[CH:20]=3)[CH:11]=2)=[CH:7][CH:6]=[C:5]([N+:22]([O-])=O)[N:4]=1)[CH3:2].[NH4+].[Cl-].C1COCC1.CCOC(C)=O. Product: [CH2:1]([C:3]1[N:4]=[C:5]([NH2:22])[CH:6]=[CH:7][C:8]=1[O:9][C:10]1[CH:15]=[CH:14][N:13]=[C:12]([C:16]2[CH:17]=[N:18][N:19]([CH3:21])[CH:20]=2)[CH:11]=1)[CH3:2]. The catalyst class is: 284. (5) Reactant: O[C:2]1[C:7]([C:8]#[N:9])=[C:6]([O:10][CH3:11])[N:5]=[C:4]([CH3:12])[CH:3]=1.[Cl:13]P(Cl)(Cl)(Cl)Cl.P(Cl)(Cl)(Cl)=O.CN(C)C=O. Product: [Cl:13][C:2]1[C:7]([C:8]#[N:9])=[C:6]([O:10][CH3:11])[N:5]=[C:4]([CH3:12])[CH:3]=1. The catalyst class is: 22.